Dataset: Reaction yield outcomes from USPTO patents with 853,638 reactions. Task: Predict the reaction yield, written as a fraction of the theoretical maximum amount of product (1.0 means a 100% yield; for example, 0.34 means a 34% yield). (1) The reactants are [CH2:1]([N:8]1[C:12]2[C:13](=[O:18])[NH:14][CH:15]=[C:16]([Br:17])[C:11]=2[CH:10]=[C:9]1[C:19]([O:21][CH2:22][CH3:23])=[O:20])[C:2]1[CH:7]=[CH:6][CH:5]=[CH:4][CH:3]=1.[H-].[Na+].I[CH3:27]. The catalyst is CN(C)C=O. The product is [CH2:1]([N:8]1[C:12]2[C:13](=[O:18])[N:14]([CH3:27])[CH:15]=[C:16]([Br:17])[C:11]=2[CH:10]=[C:9]1[C:19]([O:21][CH2:22][CH3:23])=[O:20])[C:2]1[CH:7]=[CH:6][CH:5]=[CH:4][CH:3]=1. The yield is 0.648. (2) The product is [CH3:1][O:2][C:3]1[C:8]([CH3:9])=[CH:7][C:6](/[C:10](=[N:15]/[OH:16])/[CH3:11])=[C:5]([CH3:13])[CH:4]=1. The catalyst is CO. The yield is 0.830. The reactants are [CH3:1][O:2][C:3]1[C:8]([CH3:9])=[CH:7][C:6]([C:10](=O)[CH3:11])=[C:5]([CH3:13])[CH:4]=1.[Cl-].[NH2:15][OH:16]. (3) The reactants are [N:1]1[CH:6]=[CH:5][C:4]([NH2:7])=[N:3][CH:2]=1.[N+:8]([C:11]1[CH:16]=[CH:15][C:14]([S:17](Cl)(=[O:19])=[O:18])=[CH:13][CH:12]=1)([O-:10])=[O:9]. The catalyst is N1C=CC=CC=1. The product is [N+:8]([C:11]1[CH:12]=[CH:13][C:14]([S:17]([NH:7][C:4]2[CH:5]=[CH:6][N:1]=[CH:2][N:3]=2)(=[O:19])=[O:18])=[CH:15][CH:16]=1)([O-:10])=[O:9]. The yield is 0.490. (4) The reactants are [Si:1]([O:8][C:9]1[CH:38]=[CH:37][C:12]([CH2:13][CH:14]([C:34]([OH:36])=O)[C:15]([C@H:20]2[CH2:25][CH2:24][C@@H:23]([O:26][Si:27]([C:30]([CH3:33])([CH3:32])[CH3:31])([CH3:29])[CH3:28])[CH2:22][CH2:21]2)(O)C(O)=O)=[CH:11][CH:10]=1)([C:4]([CH3:7])([CH3:6])[CH3:5])([CH3:3])[CH3:2].[C:39]([O:42]C(=O)C)(=[O:41])C. No catalyst specified. The product is [Si:1]([O:8][C:9]1[CH:10]=[CH:11][C:12]([CH2:13][C:14]2[C:34](=[O:36])[O:42][C:39](=[O:41])[C:15]=2[C@H:20]2[CH2:25][CH2:24][C@@H:23]([O:26][Si:27]([C:30]([CH3:32])([CH3:31])[CH3:33])([CH3:29])[CH3:28])[CH2:22][CH2:21]2)=[CH:37][CH:38]=1)([C:4]([CH3:6])([CH3:7])[CH3:5])([CH3:3])[CH3:2]. The yield is 0.700.